This data is from Full USPTO retrosynthesis dataset with 1.9M reactions from patents (1976-2016). The task is: Predict the reactants needed to synthesize the given product. (1) Given the product [CH:1]1([C:7]2[C:8]3[CH:9]=[CH:10][C:11]([C:26]([O:28][CH3:29])=[O:27])=[CH:12][C:13]=3[N:14]3[CH2:21][CH2:47][CH:45]([OH:46])[CH:44]([OH:34])[C:17]4[CH:22]=[CH:23][CH:24]=[CH:25][C:16]=4[C:15]=23)[CH2:6][CH2:5][CH2:4][CH2:3][CH2:2]1, predict the reactants needed to synthesize it. The reactants are: [CH:1]1([C:7]2[C:8]3[CH:9]=[CH:10][C:11]([C:26]([O:28][CH3:29])=[O:27])=[CH:12][C:13]=3[N:14]3[CH2:21]CC=C[C:17]4[CH:22]=[CH:23][CH:24]=[CH:25][C:16]=4[C:15]=23)[CH2:6][CH2:5][CH2:4][CH2:3][CH2:2]1.C[N+]1([O-])CC[O:34]CC1.[O-]S([O-])=O.[Na+].[Na+].[CH3:44][C:45]([CH3:47])=[O:46].C1COCC1.O. (2) The reactants are: [S:1]1[CH:5]=[CH:4][CH:3]=[C:2]1[C:6]([NH2:8])=[NH:7].[CH:9](=[C:16]([C:19]#[N:20])[C:17]#[N:18])[C:10]1[CH:15]=[CH:14][CH:13]=[CH:12][CH:11]=1. Given the product [NH2:20][CH2:19][C:16]1[C:17]([NH2:18])=[N:7][C:6]([C:2]2[S:1][CH:5]=[CH:4][CH:3]=2)=[N:8][C:9]=1[C:10]1[CH:15]=[CH:14][CH:13]=[CH:12][CH:11]=1, predict the reactants needed to synthesize it.